From a dataset of Reaction yield outcomes from USPTO patents with 853,638 reactions. Predict the reaction yield, written as a fraction of the theoretical maximum amount of product (1.0 means a 100% yield; for example, 0.34 means a 34% yield). (1) The reactants are Cl.Cl.[Cl:3][C:4]1[C:8]([NH:9][CH2:10][CH3:11])=[CH:7][N:6]([C:12]2[CH:13]=[N:14][CH:15]=[CH:16][CH:17]=2)[N:5]=1.CCN(C(C)C)C(C)C.[C:27]([O:31][C:32]([N:34]1[CH2:38][CH2:37][CH:36]([C:39]([OH:41])=O)[CH2:35]1)=[O:33])([CH3:30])([CH3:29])[CH3:28].CCN=C=NCCCN(C)C. The catalyst is C(Cl)Cl. The product is [Cl:3][C:4]1[C:8]([N:9]([CH2:10][CH3:11])[C:39]([CH:36]2[CH2:37][CH2:38][N:34]([C:32]([O:31][C:27]([CH3:28])([CH3:29])[CH3:30])=[O:33])[CH2:35]2)=[O:41])=[CH:7][N:6]([C:12]2[CH:13]=[N:14][CH:15]=[CH:16][CH:17]=2)[N:5]=1. The yield is 0.490. (2) The yield is 0.560. The product is [NH2:18][CH2:17][C@@H:16]([NH:15][C:13]([C:9]1[O:10][C:11]([CH3:12])=[C:7]([C:6]2[N:5]([CH3:40])[N:4]=[CH:3][C:2]=2[Cl:1])[CH:8]=1)=[O:14])[CH2:29][C:30]1[CH:35]=[CH:34][CH:33]=[CH:32][C:31]=1[C:36]([F:39])([F:38])[F:37]. The catalyst is O1CCCC1.CO. The reactants are [Cl:1][C:2]1[CH:3]=[N:4][N:5]([CH3:40])[C:6]=1[C:7]1[CH:8]=[C:9]([C:13]([NH:15][C@@H:16]([CH2:29][C:30]2[CH:35]=[CH:34][CH:33]=[CH:32][C:31]=2[C:36]([F:39])([F:38])[F:37])[CH2:17][N:18]2C(=O)C3C(=CC=CC=3)C2=O)=[O:14])[O:10][C:11]=1[CH3:12].NN. (3) The reactants are Cl[S:2]([C:5]1[CH:6]=[CH:7][C:8]([F:14])=[C:9]([CH:13]=1)[C:10]([OH:12])=[O:11])(=[O:4])=[O:3].[CH:15]1([NH2:21])[CH2:20][CH2:19][CH2:18][CH2:17][CH2:16]1.CCN(C(C)C)C(C)C. The catalyst is C(Cl)Cl. The product is [CH:15]1([NH:21][S:2]([C:5]2[CH:6]=[CH:7][C:8]([F:14])=[C:9]([CH:13]=2)[C:10]([OH:12])=[O:11])(=[O:4])=[O:3])[CH2:20][CH2:19][CH2:18][CH2:17][CH2:16]1. The yield is 0.950. (4) The reactants are [F:1][C:2]1[CH:32]=[CH:31][C:5]([CH2:6][N:7]2[C:12](=[O:13])[C:11]([C:14]3[NH:19][C:18]4[CH:20]=[CH:21][C:22](I)=[CH:23][C:17]=4[S:16](=[O:26])(=[O:25])[N:15]=3)=[C:10]([OH:27])[C:9]3=[CH:28][CH:29]=[CH:30][N:8]23)=[CH:4][CH:3]=1.P([O-])([O-])([O-])=O.[K+].[K+].[K+].N(CC(O)=O)C.[CH3:47][S:48]([NH2:51])(=[O:50])=[O:49]. The catalyst is CN(C)C=O.C(OCC)(=O)C.[Cu]I.C(OCC)C.CO. The product is [F:1][C:2]1[CH:32]=[CH:31][C:5]([CH2:6][N:7]2[C:12](=[O:13])[C:11]([C:14]3[NH:19][C:18]4[CH:20]=[CH:21][C:22]([NH:51][S:48]([CH3:47])(=[O:50])=[O:49])=[CH:23][C:17]=4[S:16](=[O:26])(=[O:25])[N:15]=3)=[C:10]([OH:27])[C:9]3=[CH:28][CH:29]=[CH:30][N:8]23)=[CH:4][CH:3]=1. The yield is 0.470. (5) The reactants are [NH:1](C(OCC1C2C(=CC=CC=2)C2C1=CC=CC=2)=O)[CH2:2][CH2:3][C:4](O)=[O:5].C(Cl)(=O)C(Cl)=O.[CH:30]1([CH2:33][NH2:34])[CH2:32][CH2:31]1.C(N(CC)CC)C.Cl. The catalyst is ClCCl.CN(C)C=O. The product is [CH:30]1([CH2:33][NH:34][C:4](=[O:5])[CH2:3][CH2:2][NH2:1])[CH2:32][CH2:31]1. The yield is 0.570. (6) The reactants are [F:1][C:2]([F:14])([F:13])[O:3][C:4]1[CH:5]=[C:6]([CH2:10][C:11]#[N:12])[CH:7]=[CH:8][CH:9]=1.CCN(C(C)C)C(C)C.CO[CH:26](OC)[N:27]([CH3:29])[CH3:28]. No catalyst specified. The product is [CH3:29][N:27]([CH3:28])[CH:26]=[C:10]([C:6]1[CH:7]=[CH:8][CH:9]=[C:4]([O:3][C:2]([F:1])([F:13])[F:14])[CH:5]=1)[C:11]#[N:12]. The yield is 0.720.